Dataset: Full USPTO retrosynthesis dataset with 1.9M reactions from patents (1976-2016). Task: Predict the reactants needed to synthesize the given product. (1) The reactants are: [CH3:1][O:2][C:3]1[CH:4]=[N:5][C:6]2[C:11]([CH:12]=1)=[C:10]([O:13][CH2:14][CH2:15][N:16]1[CH2:21][CH2:20][NH:19][CH2:18][CH2:17]1)[CH:9]=[CH:8][CH:7]=2.Br[CH2:23][CH2:24][S:25][C:26]1[S:27][CH:28]=[CH:29][CH:30]=1. Given the product [CH3:1][O:2][C:3]1[CH:4]=[N:5][C:6]2[C:11]([CH:12]=1)=[C:10]([O:13][CH2:14][CH2:15][N:16]1[CH2:21][CH2:20][N:19]([CH2:23][CH2:24][S:25][C:26]3[S:27][CH:28]=[CH:29][CH:30]=3)[CH2:18][CH2:17]1)[CH:9]=[CH:8][CH:7]=2, predict the reactants needed to synthesize it. (2) Given the product [C:2]([C:4]1[C:5]([NH:34][CH2:35][CH2:36][O:37][CH3:38])=[CH:6][C:7]([NH:10][C:11]([N:13]2[C:22]3[C:17](=[CH:18][C:19]([CH:28]4[CH2:29][CH2:30][O:31][CH2:32][CH2:33]4)=[C:20]([CH:23]=[O:24])[N:21]=3)[CH2:16][CH2:15][CH2:14]2)=[O:12])=[N:8][CH:9]=1)#[N:3], predict the reactants needed to synthesize it. The reactants are: Cl.[C:2]([C:4]1[C:5]([NH:34][CH2:35][CH2:36][O:37][CH3:38])=[CH:6][C:7]([NH:10][C:11]([N:13]2[C:22]3[C:17](=[CH:18][C:19]([CH:28]4[CH2:33][CH2:32][O:31][CH2:30][CH2:29]4)=[C:20]([CH:23](OC)[O:24]C)[N:21]=3)[CH2:16][CH2:15][CH2:14]2)=[O:12])=[N:8][CH:9]=1)#[N:3].C([O-])(O)=O.[Na+].